From a dataset of Forward reaction prediction with 1.9M reactions from USPTO patents (1976-2016). Predict the product of the given reaction. (1) Given the reactants [NH2:1][C@H:2]([CH3:24])[C@H:3]([NH:8][C:9](=[O:23])[C:10]1[CH:15]=[CH:14][C:13]([C:16]#[C:17][C:18]#[C:19][CH2:20][CH2:21][OH:22])=[CH:12][CH:11]=1)[C:4]([NH:6][OH:7])=[O:5].C=O.[CH3:27]CN(C(C)C)C(C)C.C([BH3-])#N.[Na+].C(O)(C(F)(F)F)=O, predict the reaction product. The product is: [OH:7][NH:6][C:4](=[O:5])[C@@H:3]([NH:8][C:9](=[O:23])[C:10]1[CH:15]=[CH:14][C:13]([C:16]#[C:17][C:18]#[C:19][CH2:20][CH2:21][OH:22])=[CH:12][CH:11]=1)[C@H:2]([NH:1][CH3:27])[CH3:24]. (2) Given the reactants [N:1]1([CH2:6][C:7]2[CH:12]=[CH:11][C:10](/[CH:13]=[CH:14]/[C:15]([OH:17])=O)=[CH:9][CH:8]=2)[CH2:5][CH2:4][CH2:3][CH2:2]1.[CH3:18][O:19][C:20]1[CH:25]=[CH:24][C:23]([C:26]2[CH:31]=[CH:30][C:29]([NH2:32])=[CH:28][CH:27]=2)=[CH:22][CH:21]=1.ClCCl.CO.N, predict the reaction product. The product is: [CH3:18][O:19][C:20]1[CH:21]=[CH:22][C:23]([C:26]2[CH:31]=[CH:30][C:29]([NH:32][C:15](=[O:17])/[CH:14]=[CH:13]/[C:10]3[CH:9]=[CH:8][C:7]([CH2:6][N:1]4[CH2:2][CH2:3][CH2:4][CH2:5]4)=[CH:12][CH:11]=3)=[CH:28][CH:27]=2)=[CH:24][CH:25]=1. (3) The product is: [Cl:36][C:33]1[CH:34]=[CH:35][C:26]([O:25][CH2:24][CH2:23][CH2:22][NH:21][S:39]([CH2:37][CH3:38])(=[O:41])=[O:40])=[C:27]([CH:32]=1)[C:28]([O:30][CH3:31])=[O:29]. Given the reactants ClC1C=CC(OCCNS(C)(=O)=O)=C(C=1)C(OC)=O.Cl.[NH2:21][CH2:22][CH2:23][CH2:24][O:25][C:26]1[CH:35]=[CH:34][C:33]([Cl:36])=[CH:32][C:27]=1[C:28]([O:30][CH3:31])=[O:29].[CH2:37]([S:39](Cl)(=[O:41])=[O:40])[CH3:38], predict the reaction product. (4) Given the reactants [F:1][C:2]1[CH:3]=[C:4](Br)[CH:5]=[C:6]([F:9])[C:7]=1[F:8].[Cu](C#N)[C:12]#[N:13].N, predict the reaction product. The product is: [F:1][C:2]1[CH:3]=[C:4]([CH:5]=[C:6]([F:9])[C:7]=1[F:8])[C:12]#[N:13].